Dataset: Catalyst prediction with 721,799 reactions and 888 catalyst types from USPTO. Task: Predict which catalyst facilitates the given reaction. (1) Reactant: [Br:1][C:2]1[C:10]2[N:9]=[N:8][N:7]([CH2:11][CH:12]3[CH2:15][CH2:14][CH2:13]3)[C:6]=2[CH:5]=[CH:4][C:3]=1[OH:16].Cl[C:18]1[C:23]([C:24]#[N:25])=[CH:22][CH:21]=[CH:20][N:19]=1.C(=O)([O-])[O-].[K+].[K+]. Product: [Br:1][C:2]1[C:10]2[N:9]=[N:8][N:7]([CH2:11][CH:12]3[CH2:15][CH2:14][CH2:13]3)[C:6]=2[CH:5]=[CH:4][C:3]=1[O:16][C:18]1[C:23]([C:24]#[N:25])=[CH:22][CH:21]=[CH:20][N:19]=1. The catalyst class is: 10. (2) Reactant: Cl[C:2]1[N:7]=[CH:6][C:5]2[CH:8]=[CH:9][N:10]([CH2:11][O:12][CH2:13][CH2:14][Si:15]([CH3:18])([CH3:17])[CH3:16])[C:4]=2[CH:3]=1.[CH3:19][O:20][CH:21]1[CH2:26][CH2:25][N:24]([C:27]2[N:32]=[C:31]([NH2:33])[CH:30]=[CH:29][N:28]=2)[CH2:23][CH2:22]1.CC(C)([O-])C.[Na+]. Product: [CH3:19][O:20][CH:21]1[CH2:22][CH2:23][N:24]([C:27]2[N:32]=[C:31]([NH:33][C:2]3[N:7]=[CH:6][C:5]4[CH:8]=[CH:9][N:10]([CH2:11][O:12][CH2:13][CH2:14][Si:15]([CH3:18])([CH3:17])[CH3:16])[C:4]=4[CH:3]=3)[CH:30]=[CH:29][N:28]=2)[CH2:25][CH2:26]1. The catalyst class is: 107. (3) The catalyst class is: 9. Product: [O:23]1[CH2:24][CH2:25][N:20]([C:15]2[CH:16]=[CH:17][CH:18]=[CH:19][C:14]=2[NH:13][C:8]2[N:7]=[CH:6][C:5]3[C:10](=[CH:11][CH:12]=[C:3]([OH:2])[CH:4]=3)[N:9]=2)[CH2:21][CH2:22]1. Reactant: C[O:2][C:3]1[CH:4]=[C:5]2[C:10](=[CH:11][CH:12]=1)[N:9]=[C:8]([NH:13][C:14]1[CH:19]=[CH:18][CH:17]=[CH:16][C:15]=1[N:20]1[CH2:25][CH2:24][O:23][CH2:22][CH2:21]1)[N:7]=[CH:6]2.C[S-].[Na+].[Cl-].[NH4+]. (4) Reactant: [CH3:1][C:2]1[CH:7]=[CH:6][CH:5]=[C:4]([CH:8]2[CH2:10][O:9]2)[N:3]=1.[N-:11]=[N+:12]=[N-:13].[Na+].Cl([O-])(=O)(=O)=O.[Li+]. Product: [N:11]([CH2:10][CH:8]([C:4]1[CH:5]=[CH:6][CH:7]=[C:2]([CH3:1])[N:3]=1)[OH:9])=[N+:12]=[N-:13]. The catalyst class is: 23. (5) Reactant: [C:1]([O:5][C:6]([N:8]1[CH2:13][CH2:12][CH2:11][C@H:10]([C:14]([C:16]2[CH:21]=[CH:20][CH:19]=[CH:18][N:17]=2)=[O:15])[CH2:9]1)=[O:7])([CH3:4])([CH3:3])[CH3:2].C(=O)([O-])[O-].[K+].[K+].C(O)(C)C.O1CCCC1. Product: [C:1]([O:5][C:6]([N:8]1[CH2:13][CH2:12][CH2:11][C@H:10]([C@H:14]([OH:15])[C:16]2[CH:21]=[CH:20][CH:19]=[CH:18][N:17]=2)[CH2:9]1)=[O:7])([CH3:4])([CH3:2])[CH3:3]. The catalyst class is: 13. (6) Reactant: [CH:1]([C:4]1[CH:9]=[CH:8][C:7]([C:10]2([CH3:22])[C:14]3[CH:15]=[C:16]([NH2:21])[C:17]([CH3:20])=[C:18]([CH3:19])[C:13]=3[O:12][CH2:11]2)=[CH:6][CH:5]=1)([CH3:3])[CH3:2]. Product: [CH:1]([C:4]1[CH:9]=[CH:8][C:7]([C:10]2([CH3:22])[C:14]3[CH:15]=[C:16]([NH:21][C:13](=[O:12])[CH2:14][C:10]([CH3:22])([CH3:11])[CH3:7])[C:17]([CH3:20])=[C:18]([CH3:19])[C:13]=3[O:12][CH2:11]2)=[CH:6][CH:5]=1)([CH3:3])[CH3:2]. The catalyst class is: 175.